From a dataset of Reaction yield outcomes from USPTO patents with 853,638 reactions. Predict the reaction yield, written as a fraction of the theoretical maximum amount of product (1.0 means a 100% yield; for example, 0.34 means a 34% yield). (1) The reactants are [H-].[Na+].[O:3]=[C:4]1[C:8]2([CH2:13][CH2:12][N:11]([C:14]([O:16][CH2:17][C:18]3[CH:23]=[CH:22][CH:21]=[CH:20][CH:19]=3)=[O:15])[CH2:10][CH2:9]2)[N:7]([C:24]2[CH:29]=[CH:28][CH:27]=[CH:26][CH:25]=2)[CH2:6][NH:5]1.Br[CH2:31][C:32]1[CH:44]=[CH:43][C:35]([C:36]([O:38][C:39]([CH3:42])([CH3:41])[CH3:40])=[O:37])=[CH:34][CH:33]=1. The catalyst is CN(C)C=O. The product is [C:39]([O:38][C:36]([C:35]1[CH:43]=[CH:44][C:32]([CH2:31][N:5]2[C:4](=[O:3])[C:8]3([CH2:9][CH2:10][N:11]([C:14]([O:16][CH2:17][C:18]4[CH:19]=[CH:20][CH:21]=[CH:22][CH:23]=4)=[O:15])[CH2:12][CH2:13]3)[N:7]([C:24]3[CH:29]=[CH:28][CH:27]=[CH:26][CH:25]=3)[CH2:6]2)=[CH:33][CH:34]=1)=[O:37])([CH3:42])([CH3:40])[CH3:41]. The yield is 0.820. (2) The reactants are [Br-].[N:2]1[CH:7]=[CH:6][CH:5]=[CH:4][C:3]=1[Zn+].Br[C:10]1[CH:11]=[N:12][C:13]([N:16]2[CH2:21][CH2:20][CH:19]([N:22]3[CH2:26][CH2:25][C@H:24]([O:27][C:28]4[CH:33]=[C:32]([F:34])[C:31]([S:35]([CH3:38])(=[O:37])=[O:36])=[CH:30][C:29]=4[F:39])[C:23]3=[O:40])[CH2:18][CH2:17]2)=[N:14][CH:15]=1. The yield is 0.563. The catalyst is C1COCC1.C1C=CC([P]([Pd]([P](C2C=CC=CC=2)(C2C=CC=CC=2)C2C=CC=CC=2)([P](C2C=CC=CC=2)(C2C=CC=CC=2)C2C=CC=CC=2)[P](C2C=CC=CC=2)(C2C=CC=CC=2)C2C=CC=CC=2)(C2C=CC=CC=2)C2C=CC=CC=2)=CC=1.[Zn].[Pd]. The product is [F:39][C:29]1[CH:30]=[C:31]([S:35]([CH3:38])(=[O:37])=[O:36])[C:32]([F:34])=[CH:33][C:28]=1[O:27][C@H:24]1[CH2:25][CH2:26][N:22]([CH:19]2[CH2:20][CH2:21][N:16]([C:13]3[N:12]=[CH:11][C:10]([C:3]4[CH:4]=[CH:5][CH:6]=[CH:7][N:2]=4)=[CH:15][N:14]=3)[CH2:17][CH2:18]2)[C:23]1=[O:40]. (3) The reactants are [Br:1][C:2]1[N:3]=[C:4]([C:9]#[C:10][Si](C)(C)C)[C:5]([NH2:8])=[N:6][CH:7]=1.[H-].[Na+].[C:17]1([CH3:27])[CH:22]=[CH:21][C:20]([S:23](Cl)(=[O:25])=[O:24])=[CH:19][CH:18]=1. The catalyst is CN(C=O)C. The product is [Br:1][C:2]1[N:3]=[C:4]2[CH:9]=[CH:10][N:8]([S:23]([C:20]3[CH:21]=[CH:22][C:17]([CH3:27])=[CH:18][CH:19]=3)(=[O:25])=[O:24])[C:5]2=[N:6][CH:7]=1. The yield is 0.520. (4) The reactants are C1(P(C2C=CC=CC=2)C2C=CC=CC=2)C=CC=CC=1.BrN1C(=O)CCC1=O.[CH:28]1([CH2:33][CH:34]([C:38]2[CH:43]=[CH:42][C:41]([F:44])=[C:40]([C:45]([F:48])([F:47])[F:46])[CH:39]=2)[C:35]([OH:37])=O)[CH2:32][CH2:31][CH2:30][CH2:29]1.[NH2:49][C:50]1[CH:55]=[CH:54][C:53]([N+:56]([O-:58])=[O:57])=[CH:52][N:51]=1.N1C=CC=CC=1. The catalyst is C(Cl)Cl. The product is [CH:28]1([CH2:33][CH:34]([C:38]2[CH:43]=[CH:42][C:41]([F:44])=[C:40]([C:45]([F:48])([F:47])[F:46])[CH:39]=2)[C:35]([NH:49][C:50]2[CH:55]=[CH:54][C:53]([N+:56]([O-:58])=[O:57])=[CH:52][N:51]=2)=[O:37])[CH2:29][CH2:30][CH2:31][CH2:32]1. The yield is 0.600. (5) The reactants are [NH2:1][C:2]1[CH:7]=[CH:6][CH:5]=[CH:4][C:3]=1[C:8]1[NH:12][C:11]([CH3:13])=[C:10]([C:14]([NH2:16])=[O:15])[CH:9]=1.C(N(C(C)C)CC)(C)C.[CH2:26](Cl)[C:27]([C:29]1[CH:34]=[CH:33][CH:32]=[CH:31][CH:30]=1)=O.[O:36]1CCCC1. No catalyst specified. The product is [CH3:13][C:11]1[NH:12][C:8]([C:3]2[CH:4]=[CH:5][CH:6]=[CH:7][C:2]=2[NH:1][C:26](=[O:36])[CH2:27][C:29]2[CH:34]=[CH:33][CH:32]=[CH:31][CH:30]=2)=[CH:9][C:10]=1[C:14]([NH2:16])=[O:15]. The yield is 0.350. (6) The reactants are [C:1]1([As](C2C=CC=CC=2)C2C=CC=CC=2)C=CC=CC=1.FC(F)(F)S(O[C:26]1[CH2:30][C@@H:29]([CH2:31][O:32][Si:33]([C:36]([CH3:39])([CH3:38])[CH3:37])([CH3:35])[CH3:34])[N:28]([C:40](=[O:63])[C:41]2[CH:46]=[C:45]([O:47][CH3:48])[C:44]([O:49][Si:50]([CH:57]([CH3:59])[CH3:58])([CH:54]([CH3:56])[CH3:55])[CH:51]([CH3:53])[CH3:52])=[CH:43][C:42]=2[N+:60]([O-:62])=[O:61])[CH:27]=1)(=O)=O.CB(O)O.[O-]P([O-])([O-])=O.[K+].[K+].[K+]. The catalyst is O1CCOCC1.[Ag]=O.C1C=CC(C#N)=CC=1.C1C=CC(C#N)=CC=1.Cl[Pd]Cl. The product is [Si:33]([O:32][CH2:31][C@@H:29]1[CH2:30][C:26]([CH3:1])=[CH:27][N:28]1[C:40]([C:41]1[CH:46]=[C:45]([O:47][CH3:48])[C:44]([O:49][Si:50]([CH:57]([CH3:58])[CH3:59])([CH:54]([CH3:56])[CH3:55])[CH:51]([CH3:53])[CH3:52])=[CH:43][C:42]=1[N+:60]([O-:62])=[O:61])=[O:63])([C:36]([CH3:38])([CH3:37])[CH3:39])([CH3:34])[CH3:35]. The yield is 0.550.